Dataset: Forward reaction prediction with 1.9M reactions from USPTO patents (1976-2016). Task: Predict the product of the given reaction. (1) Given the reactants [CH:1]([C:3]1[CH:4]=[N:5][CH:6]=[CH:7][CH:8]=1)=[CH2:2].CC(C)([O-])C.[Na+].Br[C:16]1[C:24]2[NH:23][C:22]3[CH:25]4[CH2:31][CH2:30][N:28]([CH2:29][C:21]=3[C:20]=2[CH:19]=[CH:18][CH:17]=1)[CH2:27][CH2:26]4.S([O-])([O-])(=O)=O.[Mg+2], predict the reaction product. The product is: [N:5]1[CH:6]=[CH:7][CH:8]=[C:3](/[CH:1]=[CH:2]/[C:16]2[C:24]3[NH:23][C:22]4[CH:25]5[CH2:31][CH2:30][N:28]([CH2:29][C:21]=4[C:20]=3[CH:19]=[CH:18][CH:17]=2)[CH2:27][CH2:26]5)[CH:4]=1. (2) Given the reactants Cl[C:2]1[CH:3]=[CH:4][C:5]2[N:6]([CH:8]=[CH:9][N:10]=2)[N:7]=1.[C:11]([C:14]1[CH:15]=[C:16](B(O)O)[CH:17]=[CH:18][CH:19]=1)(=[O:13])[CH3:12].C([O-])([O-])=O.[K+].[K+].COCCOC, predict the reaction product. The product is: [N:10]1[CH:9]=[CH:8][N:6]2[C:5]=1[CH:4]=[CH:3][C:2]([C:18]1[CH:19]=[C:14]([C:11](=[O:13])[CH3:12])[CH:15]=[CH:16][CH:17]=1)=[N:7]2. (3) Given the reactants [C:1]1([NH:7][C:8]2[CH:13]=[CH:12][CH:11]=[CH:10][CH:9]=2)[CH:6]=[CH:5][CH:4]=[CH:3][CH:2]=1.[C:14]([C:18]1[CH:23]=[C:22]([CH3:24])[C:21](Br)=[C:20]([CH3:26])[CH:19]=1)([CH3:17])([CH3:16])[CH3:15].C(O[Na])(C)(C)C.C(P(C(C)(C)C)C(C)(C)C)(C)(C)C, predict the reaction product. The product is: [C:8]1([N:7]([C:1]2[CH:2]=[CH:3][CH:4]=[CH:5][CH:6]=2)[C:21]2[C:22]([CH3:24])=[CH:23][C:18]([C:14]([CH3:17])([CH3:16])[CH3:15])=[CH:19][C:20]=2[CH3:26])[CH:9]=[CH:10][CH:11]=[CH:12][CH:13]=1. (4) Given the reactants CO[C:3]1[C:4]([O:11][CH2:12][C:13]2[CH:18]=[CH:17][C:16]([N+:19]([O-:21])=[O:20])=[CH:15][CH:14]=2)=[C:5]([CH:8]=[CH:9][CH:10]=1)[CH:6]=O.[CH3:22][O:23]C1C=CC2OC(C3C=CC(F)=CC=3)=CC=2C=1, predict the reaction product. The product is: [CH3:22][O:23][C:9]1[CH:10]=[CH:3][C:4]2[O:11][C:12]([C:13]3[CH:14]=[CH:15][C:16]([N+:19]([O-:21])=[O:20])=[CH:17][CH:18]=3)=[CH:6][C:5]=2[CH:8]=1. (5) Given the reactants [F:1][C:2]1[CH:7]=[CH:6][C:5]([F:8])=[CH:4][C:3]=1[C:9]1[CH:14]=[CH:13][C:12]([CH2:15][S:16]([NH:19][C:20]2[CH:28]=[CH:27][C:23]([C:24]([OH:26])=[O:25])=[C:22]([OH:29])[CH:21]=2)(=[O:18])=[O:17])=[CH:11][CH:10]=1.[C:30](N1C=CN=C1)(N1C=CN=C1)=O.CO.N1C=CC=CC=1, predict the reaction product. The product is: [F:1][C:2]1[CH:7]=[CH:6][C:5]([F:8])=[CH:4][C:3]=1[C:9]1[CH:10]=[CH:11][C:12]([CH2:15][S:16]([NH:19][C:20]2[CH:28]=[CH:27][C:23]([C:24]([O:26][CH3:30])=[O:25])=[C:22]([OH:29])[CH:21]=2)(=[O:18])=[O:17])=[CH:13][CH:14]=1. (6) Given the reactants [Cl:1][C:2]1[CH:7]=[C:6]([NH:8][C:9]2[CH:14]=[CH:13][C:12]([F:15])=[CH:11][C:10]=2F)[CH:5]=[CH:4][C:3]=1[C:17]([C:19]1[CH:24]=[C:23](C2N=NN(CCOC3CCCCO3)C=2)[CH:22]=[CH:21][C:20]=1[CH3:39])=[O:18].[N:40]([C:43]1C=CC(C)=[C:47]([C:49](C2C=CC(NC3C=CC(F)=CC=3)=CC=2Cl)=[O:50])[CH:48]=1)=[N+:41]=[N-:42].C(O)CC#C, predict the reaction product. The product is: [Cl:1][C:2]1[CH:7]=[C:6]([NH:8][C:9]2[CH:10]=[CH:11][C:12]([F:15])=[CH:13][CH:14]=2)[CH:5]=[CH:4][C:3]=1[C:17]([C:19]1[CH:24]=[C:23]([N:40]2[CH:43]=[C:48]([CH2:47][CH2:49][OH:50])[N:42]=[N:41]2)[CH:22]=[CH:21][C:20]=1[CH3:39])=[O:18]. (7) Given the reactants [CH:1]1([C:4]2[CH:8]=[C:7]([OH:9])[N:6]([CH3:10])[N:5]=2)[CH2:3][CH2:2]1.[Cl:11][C:12]1[CH:20]=[CH:19][C:15]([C:16](O)=[O:17])=[C:14]([CH3:21])[C:13]=1[S:22][CH2:23][CH:24]1[CH2:26][CH2:25]1.Cl.CN(C)CCCN=C=NCC.Cl.C(N(CC)CC)C.[C-]#N.[K+], predict the reaction product. The product is: [Cl:11][C:12]1[CH:20]=[CH:19][C:15]([C:16]([C:8]2[C:4]([CH:1]3[CH2:3][CH2:2]3)=[N:5][N:6]([CH3:10])[C:7]=2[OH:9])=[O:17])=[C:14]([CH3:21])[C:13]=1[S:22][CH2:23][CH:24]1[CH2:26][CH2:25]1.